This data is from Full USPTO retrosynthesis dataset with 1.9M reactions from patents (1976-2016). The task is: Predict the reactants needed to synthesize the given product. Given the product [C:1]([NH:8][C@@H:9]1[CH2:14][CH2:13][CH2:12][C@H:11]([C:15]([O:17][CH3:18])=[O:16])[CH2:10]1)(=[O:3])[CH3:2], predict the reactants needed to synthesize it. The reactants are: [C:1](OC(=O)C)(=[O:3])[CH3:2].[NH2:8][C@@H:9]1[CH2:14][CH2:13][CH2:12][C@H:11]([C:15]([O:17][CH3:18])=[O:16])[CH2:10]1.